This data is from Full USPTO retrosynthesis dataset with 1.9M reactions from patents (1976-2016). The task is: Predict the reactants needed to synthesize the given product. (1) Given the product [CH3:1][N:2]1[C:6]([N:7]2[C:11]3=[N:12][CH:13]=[CH:14][CH:15]=[C:10]3[CH:9]=[CH:8]2)=[C:5]([CH2:16][CH2:17][C:18]([O:20][CH2:21][CH3:22])=[O:19])[C:4]([CH3:23])=[N:3]1, predict the reactants needed to synthesize it. The reactants are: [CH3:1][N:2]1[C:6]([N:7]2[C:11]3=[N:12][CH:13]=[CH:14][CH:15]=[C:10]3[CH:9]=[CH:8]2)=[C:5](/[CH:16]=[CH:17]/[C:18]([O:20][CH2:21][CH3:22])=[O:19])[C:4]([CH3:23])=[N:3]1.[H][H]. (2) Given the product [CH2:14]([O:13][P:12]([CH2:10][CH2:9][O:8][CH2:7][CH2:6][O:5][CH2:4][CH2:3][O:2][CH3:1])(=[O:19])[O:16][CH2:17][CH3:18])[CH3:15], predict the reactants needed to synthesize it. The reactants are: [CH3:1][O:2][CH2:3][CH2:4][O:5][CH2:6][CH2:7][O:8][CH2:9][CH2:10]I.[P:12]([O:19]CC)([O:16][CH2:17][CH3:18])[O:13][CH2:14][CH3:15]. (3) The reactants are: [C:1]([O:4][CH2:5][C:6]1[C:11]([N:12]2[C:24](=[O:25])[C:23]3[N:15]([C:16]4[CH:17]5[CH2:26][CH:20]([C:21]=4[CH:22]=3)[CH2:19][CH2:18]5)[CH2:14][CH2:13]2)=[CH:10][C:9]([F:27])=[CH:8][C:7]=1Br)(=[O:3])[CH3:2].[CH3:29][C:30]1([CH3:46])[C:34]([CH3:36])([CH3:35])[O:33][B:32]([B:32]2[O:33][C:34]([CH3:36])([CH3:35])[C:30]([CH3:46])([CH3:29])[O:31]2)[O:31]1.CC(O[K])=O. Given the product [C:1]([O:4][CH2:5][C:6]1[C:7]([B:32]2[O:33][C:34]([CH3:36])([CH3:35])[C:30]([CH3:46])([CH3:29])[O:31]2)=[CH:8][C:9]([F:27])=[CH:10][C:11]=1[N:12]1[C:24](=[O:25])[C:23]2[N:15]([C:16]3[CH:17]4[CH2:26][CH:20]([C:21]=3[CH:22]=2)[CH2:19][CH2:18]4)[CH2:14][CH2:13]1)(=[O:3])[CH3:2], predict the reactants needed to synthesize it. (4) Given the product [C:1]([C:4]1[C:22](=[O:23])[C@@:8]2([CH3:24])[C:9]3[C:15]([OH:16])=[CH:14][C:13]([O:17][CH3:18])=[C:12]([C:19]([NH:21][CH2:40][C:33]4[C:34]5[C:39](=[CH:38][CH:37]=[CH:36][CH:35]=5)[C:30]([O:29][C:28]5[CH:42]=[CH:43][CH:44]=[CH:45][C:27]=5[Cl:26])=[CH:31][CH:32]=4)=[O:20])[C:10]=3[O:11][C:7]2=[CH:6][C:5]=1[OH:25])(=[O:3])[CH3:2], predict the reactants needed to synthesize it. The reactants are: [C:1]([C:4]1[C:22](=[O:23])[C@@:8]2([CH3:24])[C:9]3[C:15]([OH:16])=[CH:14][C:13]([O:17][CH3:18])=[C:12]([C:19]([NH2:21])=[O:20])[C:10]=3[O:11][C:7]2=[CH:6][C:5]=1[OH:25])(=[O:3])[CH3:2].[Cl:26][C:27]1[CH:45]=[CH:44][CH:43]=[CH:42][C:28]=1[O:29][C:30]1[C:39]2[C:34](=[CH:35][CH:36]=[CH:37][CH:38]=2)[C:33]([CH:40]=O)=[CH:32][CH:31]=1.C([SiH](CC)CC)C.FC(F)(F)C(O)=O.